This data is from Reaction yield outcomes from USPTO patents with 853,638 reactions. The task is: Predict the reaction yield, written as a fraction of the theoretical maximum amount of product (1.0 means a 100% yield; for example, 0.34 means a 34% yield). (1) The catalyst is C(Cl)Cl. The product is [CH3:31][N:32]1[C:40]2[C:35](=[CH:36][C:30]([NH:26][C:19]([NH:18][C:14]3[CH:13]=[C:12]([CH:17]=[CH:16][CH:15]=3)[O:11][C:9]3[CH:8]=[CH:7][N:6]=[C:5]([C:3]([O:2][CH3:1])=[O:4])[CH:10]=3)=[O:20])=[CH:29][CH:39]=2)[CH:34]=[N:33]1. The reactants are [CH3:1][O:2][C:3]([C:5]1[CH:10]=[C:9]([O:11][C:12]2[CH:17]=[CH:16][CH:15]=[C:14]([NH2:18])[CH:13]=2)[CH:8]=[CH:7][N:6]=1)=[O:4].[C:19]([N:26]1[CH:30]=[CH:29]N=C1)(N1C=CN=C1)=[O:20].[CH3:31][N:32]1[C:40]2[C:35](=[CH:36]C(N)=C[CH:39]=2)[CH:34]=[N:33]1. The yield is 0.380. (2) The reactants are [Li]CCCC.[CH2:6]([C:12]1[O:13][CH:14]=[CH:15][CH:16]=1)[CH2:7][CH2:8][CH2:9][CH2:10][CH3:11].[I:17]I.O. The catalyst is O1CCCC1. The product is [CH2:6]([C:12]1[O:13][C:14]([I:17])=[CH:15][CH:16]=1)[CH2:7][CH2:8][CH2:9][CH2:10][CH3:11]. The yield is 0.760. (3) The catalyst is O1CCOCC1.[Pd].[Pd].C(=CC(C=CC1C=CC=CC=1)=O)C1C=CC=CC=1.C(=CC(C=CC1C=CC=CC=1)=O)C1C=CC=CC=1.C(=CC(C=CC1C=CC=CC=1)=O)C1C=CC=CC=1.CO.CCOCC.CCOC(C)=O.O. The reactants are [NH2:1][C:2]1[CH:13]=[C:5]2[CH2:6][N:7]([C:10](=[O:12])[CH3:11])[CH2:8][CH2:9][N:4]2[N:3]=1.Br[C:15]1[C:16](=[O:23])[N:17]([CH3:22])[CH:18]=[C:19]([Br:21])[CH:20]=1.C(=O)([O-])[O-].[Cs+].[Cs+].CC1(C)C2C(=C(P(C3C=CC=CC=3)C3C=CC=CC=3)C=CC=2)OC2C(P(C3C=CC=CC=3)C3C=CC=CC=3)=CC=CC1=2. The product is [C:10]([N:7]1[CH2:8][CH2:9][N:4]2[N:3]=[C:2]([NH:1][C:15]3[C:16](=[O:23])[N:17]([CH3:22])[CH:18]=[C:19]([Br:21])[CH:20]=3)[CH:13]=[C:5]2[CH2:6]1)(=[O:12])[CH3:11]. The yield is 0.410. (4) The reactants are Br[C:2]1[CH:7]=[C:6]([N+:8]([O-])=O)[CH:5]=[CH:4][C:3]=1[C:11]([CH3:16])([CH2:14][OH:15])[CH2:12][OH:13].C([O-])=O.[NH4+]. The catalyst is C(O)C.[Pd]. The product is [NH2:8][C:6]1[CH:5]=[CH:4][C:3]([C:11]([CH3:16])([CH2:14][OH:15])[CH2:12][OH:13])=[CH:2][CH:7]=1. The yield is 0.850. (5) The reactants are [CH3:1][C:2]1[NH:3][C:4]2[C:9]([C:10]=1[C:11]([O:13][CH3:14])=[O:12])=[CH:8][CH:7]=[CH:6][CH:5]=2.[C:15]1(B(O)O)[CH:20]=[CH:19][CH:18]=[CH:17][CH:16]=1.C([Cu]C(=O)C)(=O)C.C(N(CC)CC)C. The catalyst is CN(C)C1C=CN=CC=1.ClCCl. The product is [CH3:1][C:2]1[N:3]([C:15]2[CH:20]=[CH:19][CH:18]=[CH:17][CH:16]=2)[C:4]2[C:9]([C:10]=1[C:11]([O:13][CH3:14])=[O:12])=[CH:8][CH:7]=[CH:6][CH:5]=2. The yield is 0.390. (6) The reactants are [NH2:1][C:2]1[C:11]2[CH:10]=[CH:9][CH:8]=[C:7](Br)[C:6]=2[N:5]=[C:4]2[CH2:13][N:14]([CH:17]3[CH2:20][CH2:19][CH2:18]3)[C:15](=[O:16])[C:3]=12.[CH3:21][O:22][C:23]1[N:24]=[N:25][C:26]([O:42][CH3:43])=[CH:27][C:28]=1[Sn](CCCC)(CCCC)CCCC. No catalyst specified. The product is [NH2:1][C:2]1[C:11]2[CH:10]=[CH:9][CH:8]=[C:7]([C:28]3[CH:27]=[C:26]([O:42][CH3:43])[N:25]=[N:24][C:23]=3[O:22][CH3:21])[C:6]=2[N:5]=[C:4]2[CH2:13][N:14]([CH:17]3[CH2:20][CH2:19][CH2:18]3)[C:15](=[O:16])[C:3]=12. The yield is 0.790. (7) The reactants are Br[C:2]1[CH:3]=[C:4]([C:19]([O:21][CH3:22])=[O:20])[CH:5]=[C:6]2[C:11]=1[O:10][C:9]([N:12]1[CH2:17][CH2:16][O:15][CH2:14][CH2:13]1)=[CH:8][C:7]2=[O:18].[C:23]([O:27][C:28]([N:30]1[CH:34]=[CH:33][CH:32]=[C:31]1B(O)O)=[O:29])([CH3:26])([CH3:25])[CH3:24].C([O-])([O-])=O.[Na+].[Na+]. The catalyst is COCCOC.O.Cl[Pd](Cl)([P](C1C=CC=CC=1)(C1C=CC=CC=1)C1C=CC=CC=1)[P](C1C=CC=CC=1)(C1C=CC=CC=1)C1C=CC=CC=1. The product is [CH3:22][O:21][C:19]([C:4]1[CH:5]=[C:6]2[C:11](=[C:2]([C:31]3[N:30]([C:28]([O:27][C:23]([CH3:26])([CH3:25])[CH3:24])=[O:29])[CH:34]=[CH:33][CH:32]=3)[CH:3]=1)[O:10][C:9]([N:12]1[CH2:17][CH2:16][O:15][CH2:14][CH2:13]1)=[CH:8][C:7]2=[O:18])=[O:20]. The yield is 0.700. (8) The yield is 0.600. The catalyst is CN(C1C=CN=CC=1)C. The reactants are [F:1][C:2]1[C:7]2[N:8]=[CH:9][O:10][C:6]=2[C:5]2[NH:11][C:12](=[O:22])[N:13]([C:14]3[CH:19]=[CH:18][C:17]([I:20])=[CH:16][C:15]=3[F:21])[C:4]=2[C:3]=1[F:23].[CH3:24][N:25]([CH3:30])[S:26](Cl)(=[O:28])=[O:27]. The product is [CH3:24][N:25]([CH3:30])[S:26]([N:11]1[C:5]2[C:6]3[O:10][CH:9]=[N:8][C:7]=3[C:2]([F:1])=[C:3]([F:23])[C:4]=2[N:13]([C:14]2[CH:19]=[CH:18][C:17]([I:20])=[CH:16][C:15]=2[F:21])[C:12]1=[O:22])(=[O:28])=[O:27]. (9) The reactants are [NH:1]1[CH2:5][CH2:4][CH2:3][CH2:2]1.[C:6](O)(=[O:9])[CH2:7][OH:8]. The catalyst is CC1C=CC=CC=1C. The product is [OH:9][CH2:6][C:7]([N:1]1[CH2:5][CH2:4][CH2:3][CH2:2]1)=[O:8]. The yield is 0.900. (10) The reactants are [CH:1]([N:14]1[CH2:17][CH:16]([OH:18])[CH2:15]1)([C:8]1[CH:13]=[CH:12][CH:11]=[CH:10][CH:9]=1)[C:2]1[CH:7]=[CH:6][CH:5]=[CH:4][CH:3]=1.[CH3:19][S:20](Cl)(=[O:22])=[O:21]. The catalyst is N1C=CC=CC=1. The product is [CH:1]([N:14]1[CH2:17][CH:16]([O:18][S:20]([CH3:19])(=[O:22])=[O:21])[CH2:15]1)([C:8]1[CH:13]=[CH:12][CH:11]=[CH:10][CH:9]=1)[C:2]1[CH:3]=[CH:4][CH:5]=[CH:6][CH:7]=1. The yield is 0.448.